From a dataset of Catalyst prediction with 721,799 reactions and 888 catalyst types from USPTO. Predict which catalyst facilitates the given reaction. (1) Reactant: [O:1]=[C:2]1[C:6](=[CH:7][C:8]2[O:12][C:11]([C:13]3[CH:14]=[C:15]([CH:19]=[CH:20][CH:21]=3)[C:16](O)=[O:17])=[CH:10][CH:9]=2)[S:5][C:4](=[S:22])[NH:3]1.[Cl-].[NH4+].C1C=CC2N(O)N=[N:31]C=2C=1.CCN(C(C)C)C(C)C. Product: [O:1]=[C:2]1[C:6](=[CH:7][C:8]2[O:12][C:11]([C:13]3[CH:14]=[C:15]([CH:19]=[CH:20][CH:21]=3)[C:16]([NH2:31])=[O:17])=[CH:10][CH:9]=2)[S:5][C:4](=[S:22])[NH:3]1. The catalyst class is: 296. (2) Reactant: [CH3:1][O:2][C:3]([C@@H:5]1[CH2:32][C@@H:31]2[CH2:33][N:6]1[C:7](=[O:40])[C@H:8]([C:36]([CH3:39])([CH3:38])[CH3:37])[NH:9][C:10](=[O:35])[O:11][C@@H:12]1[CH2:34][C@H:13]1[CH2:14][CH2:15][CH2:16][CH2:17][CH2:18][C:19]1[C:20]([O:30]2)=[N:21][C:22]2[CH:23]=[CH:24][CH:25]=[CH:26][C:27]=2[C:28]=1[OH:29])=[O:4].[S:41](O[S:41]([C:44]([F:47])([F:46])[F:45])(=[O:43])=[O:42])([C:44]([F:47])([F:46])[F:45])(=[O:43])=[O:42].O. Product: [CH3:1][O:2][C:3]([C@@H:5]1[CH2:32][C@@H:31]2[CH2:33][N:6]1[C:7](=[O:40])[C@H:8]([C:36]([CH3:37])([CH3:39])[CH3:38])[NH:9][C:10](=[O:35])[O:11][C@@H:12]1[CH2:34][C@H:13]1[CH2:14][CH2:15][CH2:16][CH2:17][CH2:18][C:19]1[C:20]([O:30]2)=[N:21][C:22]2[CH:23]=[CH:24][CH:25]=[CH:26][C:27]=2[C:28]=1[O:29][S:41]([C:44]([F:47])([F:46])[F:45])(=[O:43])=[O:42])=[O:4]. The catalyst class is: 17. (3) Reactant: [F:1][C:2]([F:18])([F:17])[C:3]([NH:5][C@@H:6]1[C:15]2[C:10](=[CH:11][CH:12]=[CH:13][CH:14]=2)[C:9](=[O:16])[CH2:8][CH2:7]1)=[O:4].C(N(CC)CC)C. Product: [F:1][C:2]([F:17])([F:18])[C:3]([NH:5][C@@H:6]1[C:15]2[C:10](=[CH:11][CH:12]=[CH:13][CH:14]=2)[C@H:9]([OH:16])[CH2:8][CH2:7]1)=[O:4]. The catalyst class is: 3. (4) Reactant: [C:1]([O:4][C@@:5]1([C:23]([O:25][CH3:26])=[O:24])[C:13]2[CH:12]=[C:11]([CH3:14])[S:10][C:9]=2[C@@H:8]([O:15][C:16](=[O:18])[CH3:17])[C@H:7]([O:19][C:20](=[O:22])[CH3:21])[CH2:6]1)(=[O:3])[CH3:2].[C:27](OC(=O)C)(=O)[CH3:28].N1C=CC=CC=1.[K+].[Br-]. Product: [CH:14](/[C:11]1[S:10][C:9]2[C@@H:8]([O:15][C:16](=[O:18])[CH3:17])[C@H:7]([O:19][C:20](=[O:22])[CH3:21])[CH2:6][C@:5]([O:4][C:1](=[O:3])[CH3:2])([C:23]([O:25][CH3:26])=[O:24])[C:13]=2[CH:12]=1)=[CH:27]\[CH3:28]. The catalyst class is: 22. (5) Reactant: [F:1][C:2]1[CH:3]=[C:4]([C@H:13]([NH:21][C:22]([C:24]2[CH:25]=[C:26]([NH:31]C(=O)OC(C)(C)C)[C:27]([OH:30])=[N:28][CH:29]=2)=[O:23])[C:14]2[C:19]([F:20])=[CH:18][CH:17]=[CH:16][N:15]=2)[CH:5]=[CH:6][C:7]=1[O:8][C:9]([F:12])([F:11])[F:10].C(O)(C(F)(F)F)=O.CCOC(C)=O. Product: [NH2:31][C:26]1[C:27]([OH:30])=[N:28][CH:29]=[C:24]([CH:25]=1)[C:22]([NH:21][C@@H:13]([C:4]1[CH:5]=[CH:6][C:7]([O:8][C:9]([F:12])([F:11])[F:10])=[C:2]([F:1])[CH:3]=1)[C:14]1[C:19]([F:20])=[CH:18][CH:17]=[CH:16][N:15]=1)=[O:23]. The catalyst class is: 635.